From a dataset of Forward reaction prediction with 1.9M reactions from USPTO patents (1976-2016). Predict the product of the given reaction. Given the reactants C([O:3][C:4](=O)[CH2:5][C:6]([C@@H:8]1[CH2:13][CH2:12][N:11]([C:14]([O:16][CH3:17])=[O:15])[C@@H:10]([C:18]2[CH:23]=[CH:22][C:21]([C:24]([F:27])([F:26])[F:25])=[CH:20][C:19]=2[F:28])[CH2:9]1)=[O:7])C.[OH-].[Na+].[NH2:32]O.Cl, predict the reaction product. The product is: [F:28][C:19]1[CH:20]=[C:21]([C:24]([F:27])([F:26])[F:25])[CH:22]=[CH:23][C:18]=1[C@H:10]1[CH2:9][C@H:8]([C:6]2[O:7][NH:32][C:4](=[O:3])[CH:5]=2)[CH2:13][CH2:12][N:11]1[C:14]([O:16][CH3:17])=[O:15].